Predict the product of the given reaction. From a dataset of Forward reaction prediction with 1.9M reactions from USPTO patents (1976-2016). Given the reactants C([O-])([O-])=O.[K+].[K+].C1(P(C2CCCCC2)C2C=CC=CC=2C2C(C(C)C)=CC(C(C)C)=CC=2C(C)C)CCCCC1.Cl[C:42]1[C:47](=[O:48])[N:46]([CH3:49])[CH:45]=[C:44]2[C:50](=[O:66])[N:51]([CH2:54][CH2:55][C:56]3[CH:65]=[CH:64][C:63]4[C:58](=[CH:59][CH:60]=[CH:61][CH:62]=4)[N:57]=3)[C:52](=[O:53])[C:43]=12.[NH:67]1[CH2:72][CH2:71][S:70](=[O:74])(=[O:73])[CH2:69][CH2:68]1, predict the reaction product. The product is: [CH3:49][N:46]1[C:47](=[O:48])[C:42]([N:67]2[CH2:72][CH2:71][S:70](=[O:74])(=[O:73])[CH2:69][CH2:68]2)=[C:43]2[C:52](=[O:53])[N:51]([CH2:54][CH2:55][C:56]3[CH:65]=[CH:64][C:63]4[C:58](=[CH:59][CH:60]=[CH:61][CH:62]=4)[N:57]=3)[C:50](=[O:66])[C:44]2=[CH:45]1.